Dataset: Peptide-MHC class II binding affinity with 134,281 pairs from IEDB. Task: Regression. Given a peptide amino acid sequence and an MHC pseudo amino acid sequence, predict their binding affinity value. This is MHC class II binding data. (1) The peptide sequence is FTTTLFLHLVGFPTH. The MHC is DRB1_1501 with pseudo-sequence DRB1_1501. The binding affinity (normalized) is 0.409. (2) The peptide sequence is SPLTASKLTYENVKM. The MHC is DRB1_1501 with pseudo-sequence DRB1_1501. The binding affinity (normalized) is 0.503. (3) The peptide sequence is IGPRHPIRALVGDEV. The MHC is DRB3_0202 with pseudo-sequence DRB3_0202. The binding affinity (normalized) is 0. (4) The peptide sequence is LLAAADELVGGPPVE. The MHC is DRB1_0901 with pseudo-sequence DRB1_0901. The binding affinity (normalized) is 0.319. (5) The binding affinity (normalized) is 0.304. The peptide sequence is VGSKLIVAMSSWLQK. The MHC is HLA-DPA10201-DPB11401 with pseudo-sequence HLA-DPA10201-DPB11401. (6) The peptide sequence is HFILDGDNLFPKV. The MHC is DRB1_0401 with pseudo-sequence DRB1_0401. The binding affinity (normalized) is 0.605. (7) The MHC is HLA-DQA10104-DQB10503 with pseudo-sequence HLA-DQA10104-DQB10503. The binding affinity (normalized) is 0.0313. The peptide sequence is LLNRNNSFKPFAEYK. (8) The peptide sequence is AFILDGDNLDPKV. The MHC is DRB3_0101 with pseudo-sequence DRB3_0101. The binding affinity (normalized) is 0.681. (9) The peptide sequence is IPSIIHEALNIALIA. The MHC is DRB5_0101 with pseudo-sequence DRB5_0101. The binding affinity (normalized) is 0.373. (10) The peptide sequence is FLNFLEANGLNAIDF. The MHC is DRB1_0901 with pseudo-sequence DRB1_0901. The binding affinity (normalized) is 0.879.